This data is from Catalyst prediction with 721,799 reactions and 888 catalyst types from USPTO. The task is: Predict which catalyst facilitates the given reaction. (1) Reactant: [C:1]([O:5][C:6]([N:8]1[CH2:13][CH2:12][N:11]([C:14]2[CH:19]=[CH:18][CH:17]=[C:16](F)[C:15]=2[N+:21]([O-:23])=[O:22])[CH2:10][CH2:9]1)=[O:7])([CH3:4])([CH3:3])[CH3:2].[CH2:24]([NH2:31])[C:25]1[CH:30]=[CH:29][CH:28]=[CH:27][CH:26]=1.C(=O)([O-])[O-].[K+].[K+]. Product: [C:1]([O:5][C:6]([N:8]1[CH2:13][CH2:12][N:11]([C:14]2[CH:19]=[CH:18][CH:17]=[C:16]([NH:31][CH2:24][C:25]3[CH:30]=[CH:29][CH:28]=[CH:27][CH:26]=3)[C:15]=2[N+:21]([O-:23])=[O:22])[CH2:10][CH2:9]1)=[O:7])([CH3:4])([CH3:3])[CH3:2]. The catalyst class is: 16. (2) Reactant: Cl.[NH2:2][C:3]([NH2:5])=[NH:4].[H-].[Na+].[C:8]([O:12][C:13](=[O:37])[CH2:14][N:15]([S:22]([C:25]1[CH:34]=[C:33]2[C:28]([C:29]([Cl:36])=[CH:30][N:31]=[C:32]2Cl)=[CH:27][CH:26]=1)(=[O:24])=[O:23])[CH2:16][CH:17]1[CH2:21][CH2:20][CH2:19][CH2:18]1)([CH3:11])([CH3:10])[CH3:9]. Product: [C:8]([O:12][C:13](=[O:37])[CH2:14][N:15]([S:22]([C:25]1[CH:34]=[C:33]2[C:28]([C:29]([Cl:36])=[CH:30][N:31]=[C:32]2[NH:4][C:3]([NH2:5])=[NH:2])=[CH:27][CH:26]=1)(=[O:23])=[O:24])[CH2:16][CH:17]1[CH2:21][CH2:20][CH2:19][CH2:18]1)([CH3:11])([CH3:9])[CH3:10]. The catalyst class is: 57.